This data is from Forward reaction prediction with 1.9M reactions from USPTO patents (1976-2016). The task is: Predict the product of the given reaction. (1) Given the reactants [Cl:1][C:2]1[CH:7]=[CH:6][CH:5]=[CH:4][C:3]=1[N:8]1[C:16]2[CH2:15][CH2:14][NH:13][C:12](=O)[C:11]=2[C:10]([CH3:18])=[C:9]1[C:19]1[CH:24]=[CH:23][C:22]([Cl:25])=[CH:21][CH:20]=1.CO, predict the reaction product. The product is: [Cl:1][C:2]1[CH:7]=[CH:6][CH:5]=[CH:4][C:3]=1[N:8]1[C:16]2[CH2:15][CH2:14][NH:13][CH2:12][C:11]=2[C:10]([CH3:18])=[C:9]1[C:19]1[CH:20]=[CH:21][C:22]([Cl:25])=[CH:23][CH:24]=1. (2) Given the reactants [C:1]1([C:7]2[N:11]=[C:10]([N:12]3[CH2:17][CH2:16][NH:15][CH2:14][CH2:13]3)[S:9][N:8]=2)[CH:6]=[CH:5][CH:4]=[CH:3][CH:2]=1.C(N(CC)CC)C.[CH3:25][O:26][C:27]1[CH:28]=[C:29]([N:35]=[C:36]=[O:37])[CH:30]=[CH:31][C:32]=1[O:33][CH3:34], predict the reaction product. The product is: [CH3:25][O:26][C:27]1[CH:28]=[C:29]([NH:35][C:36]([N:15]2[CH2:16][CH2:17][N:12]([C:10]3[S:9][N:8]=[C:7]([C:1]4[CH:2]=[CH:3][CH:4]=[CH:5][CH:6]=4)[N:11]=3)[CH2:13][CH2:14]2)=[O:37])[CH:30]=[CH:31][C:32]=1[O:33][CH3:34]. (3) Given the reactants Br[C:2]1[C:7]([CH3:8])=[CH:6][C:5]([NH:9][C:10](=[O:15])[C:11]([F:14])([F:13])[F:12])=[CH:4][C:3]=1[CH3:16].C[Li].[Li+].[Br-].[Li]C(CC)C.CN([CH:29]=[O:30])C, predict the reaction product. The product is: [F:12][C:11]([F:14])([F:13])[C:10]([NH:9][C:5]1[CH:6]=[C:7]([CH3:8])[C:2]([CH:29]=[O:30])=[C:3]([CH3:16])[CH:4]=1)=[O:15]. (4) Given the reactants [Cl:1][C:2]1[CH:7]=[C:6]([Cl:8])[CH:5]=[CH:4][C:3]=1[CH:9]1[CH:18]([C:19](O)=[O:20])[C:17]2[C:12](=[CH:13][CH:14]=[CH:15][CH:16]=2)[C:11](=[O:22])[N:10]1[CH:23]1[CH2:28][CH2:27][CH2:26][CH2:25][CH:24]1[NH:29][S:30]([CH3:33])(=[O:32])=[O:31].O1CCCCC1[O:40][C:41]1[CH:42]=[C:43]([CH:47]=[CH:48][CH:49]=1)[CH2:44][O:45][NH2:46].C1C=CC2N(O)N=NC=2C=1.CCN=C=NCCCN(C)C, predict the reaction product. The product is: [Cl:1][C:2]1[CH:7]=[C:6]([Cl:8])[CH:5]=[CH:4][C:3]=1[CH:9]1[CH:18]([C:19]([NH:46][O:45][CH2:44][C:43]2[CH:47]=[CH:48][CH:49]=[C:41]([OH:40])[CH:42]=2)=[O:20])[C:17]2[C:12](=[CH:13][CH:14]=[CH:15][CH:16]=2)[C:11](=[O:22])[N:10]1[CH:23]1[CH2:28][CH2:27][CH2:26][CH2:25][CH:24]1[NH:29][S:30]([CH3:33])(=[O:31])=[O:32]. (5) Given the reactants [CH3:1][C:2]1[N:3]=[C:4]([NH:13][C:14]([N:16]2[CH:20]=[CH:19]N=C2)=[O:15])[S:5][C:6]=1[C:7]1[CH:12]=[CH:11][N:10]=[CH:9][CH:8]=1.NCC[C:24]([N:26]([CH3:28])[CH3:27])=[O:25], predict the reaction product. The product is: [CH3:27][N:26]([CH3:28])[C:24](=[O:25])[CH2:19][CH2:20][NH:16][C:14]([NH:13][C:4]1[S:5][C:6]([C:7]2[CH:8]=[CH:9][N:10]=[CH:11][CH:12]=2)=[C:2]([CH3:1])[N:3]=1)=[O:15]. (6) The product is: [Cl:35][C:32]1[C:18]([CH2:19][CH:20]2[CH2:24][CH2:23][N:22]([CH:25]3[CH2:30][CH2:29][CH2:28][CH2:27][CH2:26]3)[C:21]2=[O:31])=[C:17]([Cl:36])[CH:16]=[CH:34][C:33]=1[C:8]1[CH:9]=[CH:10][CH:11]=[C:6]([C:4]([OH:3])=[O:5])[CH:7]=1. Given the reactants C([O:3][C:4]([C:6]1[CH:7]=[C:8](B(O)O)[CH:9]=[CH:10][CH:11]=1)=[O:5])C.Br[C:16]1[C:17]([Cl:36])=[C:18]([C:32]([Cl:35])=[CH:33][CH:34]=1)[CH2:19][CH:20]1[CH2:24][CH2:23][N:22]([CH:25]2[CH2:30][CH2:29][CH2:28][CH2:27][CH2:26]2)[C:21]1=[O:31].COCCOC.C(=O)([O-])[O-].[Na+].[Na+], predict the reaction product. (7) Given the reactants [C:1]([CH:4](OS(C1C=CC(C)=CC=1)(=O)=O)[C:5]1[CH:10]=[CH:9][CH:8]=[CH:7][CH:6]=1)(=[O:3])[NH2:2].[F:22][C:23]1[CH:24]=[C:25]([CH2:33][CH2:34][C@H:35]2[C:44]3[C:39](=[CH:40][C:41]([O:47][CH3:48])=[C:42]([O:45][CH3:46])[CH:43]=3)[CH2:38][CH2:37][NH:36]2)[CH:26]=[C:27]([C:29]([F:32])([F:31])[F:30])[CH:28]=1, predict the reaction product. The product is: [F:22][C:23]1[CH:24]=[C:25]([CH2:33][CH2:34][C@H:35]2[C:44]3[C:39](=[CH:40][C:41]([O:47][CH3:48])=[C:42]([O:45][CH3:46])[CH:43]=3)[CH2:38][CH2:37][N:36]2[C@H:4]([C:5]2[CH:6]=[CH:7][CH:8]=[CH:9][CH:10]=2)[C:1]([NH2:2])=[O:3])[CH:26]=[C:27]([C:29]([F:32])([F:30])[F:31])[CH:28]=1. (8) Given the reactants [N:1]1([CH2:7][C:8]2[CH:24]=[CH:23][C:11]3[NH:12][C:13]([C:15]4[C:19]([N+:20]([O-])=O)=[CH:18][NH:17][N:16]=4)=[N:14][C:10]=3[CH:9]=2)[CH2:6][CH2:5][O:4][CH2:3][CH2:2]1, predict the reaction product. The product is: [N:1]1([CH2:7][C:8]2[CH:24]=[CH:23][C:11]3[NH:12][C:13]([C:15]4[C:19]([NH2:20])=[CH:18][NH:17][N:16]=4)=[N:14][C:10]=3[CH:9]=2)[CH2:6][CH2:5][O:4][CH2:3][CH2:2]1. (9) Given the reactants [OH:1][C:2]1[CH:3]=[C:4]([CH:9]=[CH:10][CH:11]=1)[C:5]([O:7][CH3:8])=[O:6].[N:12]1[CH:17]=[CH:16][C:15]([CH2:18]O)=[CH:14][CH:13]=1.C1(P(C2C=CC=CC=2)C2C=CC=CC=2)C=CC=CC=1.N(C(OC(C)C)=O)=NC(OC(C)C)=O, predict the reaction product. The product is: [N:12]1[CH:17]=[CH:16][C:15]([CH2:18][O:1][C:2]2[CH:3]=[C:4]([CH:9]=[CH:10][CH:11]=2)[C:5]([O:7][CH3:8])=[O:6])=[CH:14][CH:13]=1.